Dataset: Catalyst prediction with 721,799 reactions and 888 catalyst types from USPTO. Task: Predict which catalyst facilitates the given reaction. (1) Reactant: [C:1]([NH:4][C@H:5]([C:7]1[CH:12]=[CH:11][C:10]([CH:13]2[CH2:18][CH2:17][N:16]([C:19]3[N:24]=[CH:23][C:22]([C:25]([OH:27])=O)=[CH:21][N:20]=3)[CH2:15][CH2:14]2)=[CH:9][CH:8]=1)[CH3:6])(=[O:3])[CH3:2].CCN(C(C)C)C(C)C.CN(C(ON1N=NC2C=CC=NC1=2)=[N+](C)C)C.F[P-](F)(F)(F)(F)F.[CH3:61][NH:62][CH2:63][C:64]1[CH:69]=[CH:68][N:67]=[CH:66][CH:65]=1. Product: [CH3:61][N:62]([CH2:63][C:64]1[CH:69]=[CH:68][N:67]=[CH:66][CH:65]=1)[C:25]([C:22]1[CH:21]=[N:20][C:19]([N:16]2[CH2:17][CH2:18][CH:13]([C:10]3[CH:9]=[CH:8][C:7]([C@@H:5]([NH:4][C:1](=[O:3])[CH3:2])[CH3:6])=[CH:12][CH:11]=3)[CH2:14][CH2:15]2)=[N:24][CH:23]=1)=[O:27]. The catalyst class is: 3. (2) Reactant: C([C@@H]1CC[C@@H](C)C[C@H]1[O:11][C:12]([C@H:14]1[CH2:18][N:17]([C@@H:19]([C:21]2[CH:26]=[CH:25][CH:24]=[CH:23][CH:22]=2)[CH3:20])[C:16](=[O:27])[N:15]1S(C1C=CC(C)=CC=1)(=O)=O)=O)(C)C.[H-].[Al+3].[Li+].[H-].[H-].[H-].S([O-])([O-])(=O)=O.[Na+].[Na+]. Product: [OH:11][CH2:12][C@H:14]1[CH2:18][N:17]([C@@H:19]([C:21]2[CH:22]=[CH:23][CH:24]=[CH:25][CH:26]=2)[CH3:20])[C:16](=[O:27])[NH:15]1. The catalyst class is: 7. (3) Reactant: COC(=O)[C:4]1[CH:9]=[CH:8][C:7]([O:10][C:11]2[S:12][CH:13]=[N:14][N:15]=2)=[CH:6][C:5]=1[B:16]1[O:20][C:19](C)(C)C(C)(C)[O:17]1.[H-].[H-].[H-].[H-].[Li+].[Al+3]. Product: [S:12]1[CH:13]=[N:14][N:15]=[C:11]1[O:10][C:7]1[CH:8]=[CH:9][C:4]2[CH2:19][O:20][B:16]([OH:17])[C:5]=2[CH:6]=1. The catalyst class is: 1.